This data is from Forward reaction prediction with 1.9M reactions from USPTO patents (1976-2016). The task is: Predict the product of the given reaction. (1) Given the reactants [Cl:1][C:2]1[CH:10]=[C:9]2[C:5]([C:6]([CH2:18][C:19]3[CH:24]=[CH:23][CH:22]=[C:21]([Cl:25])[CH:20]=3)([CH:12]3[CH2:17][CH2:16][CH2:15][NH:14][CH2:13]3)[C:7](=[O:11])[NH:8]2)=[CH:4][CH:3]=1.C(N(CC)CC)C.[N:33]([C:36]1[CH:37]=[CH:38][C:39]([O:42][CH3:43])=[N:40][CH:41]=1)=[C:34]=[O:35], predict the reaction product. The product is: [CH3:43][O:42][C:39]1[N:40]=[CH:41][C:36]([NH:33][C:34]([N:14]2[CH2:15][CH2:16][CH2:17][CH:12]([C:6]3([CH2:18][C:19]4[CH:24]=[CH:23][CH:22]=[C:21]([Cl:25])[CH:20]=4)[C:5]4[C:9](=[CH:10][C:2]([Cl:1])=[CH:3][CH:4]=4)[NH:8][C:7]3=[O:11])[CH2:13]2)=[O:35])=[CH:37][CH:38]=1. (2) Given the reactants Cl.[NH:2]1[CH2:7][CH2:6][CH:5]([NH:8][C:9]([C:11]2[C:15]3[N:16]=[CH:17][N:18]=[C:19]([C:20]4[C:28]5[O:27][CH2:26][O:25][C:24]=5[CH:23]=[CH:22][C:21]=4[O:29][CH2:30][CH:31]4[CH2:33][CH2:32]4)[C:14]=3[NH:13][CH:12]=2)=[O:10])[CH2:4][CH2:3]1.Cl[C:35]([C@@H:37]([O:39]C(=O)C)[CH3:38])=[O:36], predict the reaction product. The product is: [OH:39][C@@H:37]([CH3:38])[C:35]([N:2]1[CH2:7][CH2:6][CH:5]([NH:8][C:9]([C:11]2[C:15]3[N:16]=[CH:17][N:18]=[C:19]([C:20]4[C:28]5[O:27][CH2:26][O:25][C:24]=5[CH:23]=[CH:22][C:21]=4[O:29][CH2:30][CH:31]4[CH2:32][CH2:33]4)[C:14]=3[NH:13][CH:12]=2)=[O:10])[CH2:4][CH2:3]1)=[O:36]. (3) Given the reactants Cl[C:2]1[N:7]=[C:6]([C:8]([F:11])([F:10])[F:9])[C:5]([C:12]([N:14]2[CH2:19][CH2:18][O:17][CH2:16][CH2:15]2)=[O:13])=[CH:4][N:3]=1.Cl.[CH:21]12[CH2:27][CH:24]([CH2:25][CH2:26]1)[CH2:23][CH:22]2[NH2:28].C(N(CC)CC)C.O1CCOCC1, predict the reaction product. The product is: [C@H:21]12[CH2:27][C@H:24]([CH2:25][CH2:26]1)[CH2:23][C@@H:22]2[NH:28][C:2]1[N:7]=[C:6]([C:8]([F:11])([F:10])[F:9])[C:5]([C:12]([N:14]2[CH2:19][CH2:18][O:17][CH2:16][CH2:15]2)=[O:13])=[CH:4][N:3]=1. (4) Given the reactants [Br:1][C:2]1[C:31]2=[N:32][C:28]3=[CH:29][N:30]2[C:5]([N:6]2[CH2:37][CH2:36][C:9]([CH3:38])([O:10][CH2:11][CH2:12][CH2:13][CH2:14][C@H:15]([CH3:35])[O:16][C:17]4[C:18]([F:34])=[CH:19][CH:20]=[CH:21][C:22]=4[C:23]4[CH:33]=[C:27]3[CH:26]=[CH:25][CH:24]=4)[CH2:8][CH2:7]2)=[C:4]([C@H:39]([O:44][C:45]([CH3:48])([CH3:47])[CH3:46])[C:40]([O:42]C)=[O:41])[C:3]=1[CH3:49].C(O[C@@H](C1C(C)=CC2=NC3=C(Cl)N2C=1N1CCC(C)(OCCCC[C@H](C)OC2C=CC(C)=CC=2C2C=C3C=CC=2)CC1)C(O)=O)(C)(C)C, predict the reaction product. The product is: [Br:1][C:2]1[C:31]2=[N:32][C:28]3=[CH:29][N:30]2[C:5]([N:6]2[CH2:7][CH2:8][C:9]([CH3:38])([O:10][CH2:11][CH2:12][CH2:13][CH2:14][C@H:15]([CH3:35])[O:16][C:17]4[C:18]([F:34])=[CH:19][CH:20]=[CH:21][C:22]=4[C:23]4[CH:33]=[C:27]3[CH:26]=[CH:25][CH:24]=4)[CH2:36][CH2:37]2)=[C:4]([C@H:39]([O:44][C:45]([CH3:48])([CH3:47])[CH3:46])[C:40]([OH:42])=[O:41])[C:3]=1[CH3:49]. (5) Given the reactants [CH3:1][CH2:2][N:3]([CH:7]([CH3:9])[CH3:8])[CH:4]([CH3:6])[CH3:5].[CH:10]1[C:16]([NH2:17])=[N:15][C:13](=[O:14])[N:12]([CH2:18][C@H:19]([O:22][CH2:23][P:24]([OH:27])([OH:26])=[O:25])[CH2:20][OH:21])[CH:11]=1, predict the reaction product. The product is: [CH:10]1[C:16]([NH2:17])=[N:15][C:13](=[O:14])[N:12]([CH2:18][C@H:19]([O:22][CH2:23][P:24]([OH:27])([OH:26])=[O:25])[CH2:20][OH:21])[CH:11]=1.[CH3:1][CH2:2][N:3]([CH:7]([CH3:9])[CH3:8])[CH:4]([CH3:6])[CH3:5]. (6) The product is: [C:1]([C:5]1[CH:6]=[CH:7][C:8]([C:11]#[C:12][C:13]2[CH:18]=[CH:17][N:16]=[CH:15][C:14]=2[NH:19][CH2:27][CH3:28])=[CH:9][CH:10]=1)([CH3:4])([CH3:2])[CH3:3]. Given the reactants [C:1]([C:5]1[CH:10]=[CH:9][C:8]([C:11]#[C:12][C:13]2[CH:18]=[CH:17][N:16]=[CH:15][C:14]=2[N:19]([CH2:27][CH3:28])C(=O)OC(C)(C)C)=[CH:7][CH:6]=1)([CH3:4])([CH3:3])[CH3:2].Cl.[OH-].[Na+], predict the reaction product. (7) Given the reactants Br[C:2]1[CH:3]=[C:4]([C:8]2[CH:17]=[N:16][C:15]3[C:10](=[C:11]4[CH:25]=[CH:24][CH:23]=[CH:22][C:12]4=[C:13]4[CH:21]=[CH:20][CH:19]=[CH:18][C:14]4=3)[N:9]=2)[CH:5]=[CH:6][CH:7]=1.[B:35]1([B:35]2[O:39][C:38]([CH3:41])([CH3:40])[C:37]([CH3:43])([CH3:42])[O:36]2)[O:39][C:38]([CH3:41])([CH3:40])[C:37]([CH3:43])([CH3:42])[O:36]1.O1CCOCC1.C([O-])(=O)C.[K+], predict the reaction product. The product is: [N:9]1[C:10]2[C:15](=[C:14]3[CH:18]=[CH:19][CH:20]=[CH:21][C:13]3=[C:12]3[CH:22]=[CH:23][CH:24]=[CH:25][C:11]3=2)[N:16]=[CH:17][C:8]=1[C:4]1[CH:3]=[C:2]([B:35]2[O:36][C:37]([CH3:42])([CH3:43])[C:38]([CH3:40])([CH3:41])[O:39]2)[CH:7]=[CH:6][CH:5]=1.